This data is from Full USPTO retrosynthesis dataset with 1.9M reactions from patents (1976-2016). The task is: Predict the reactants needed to synthesize the given product. (1) Given the product [NH2:43][C:40]1[N:41]=[CH:42][C:37]([C:2]2[N:3]=[C:4]([N:23]3[CH2:28][CH2:27][O:26][CH2:25][CH2:24]3)[C:5]3[S:10][C:9]([C:11]4[CH:16]=[CH:15][C:14]([CH2:17][NH:18][C:19](=[O:22])[CH2:20][OH:21])=[CH:13][CH:12]=4)=[CH:8][C:6]=3[N:7]=2)=[CH:38][N:39]=1, predict the reactants needed to synthesize it. The reactants are: Cl[C:2]1[N:3]=[C:4]([N:23]2[CH2:28][CH2:27][O:26][CH2:25][CH2:24]2)[C:5]2[S:10][C:9]([C:11]3[CH:16]=[CH:15][C:14]([CH2:17][NH:18][C:19](=[O:22])[CH2:20][OH:21])=[CH:13][CH:12]=3)=[CH:8][C:6]=2[N:7]=1.CC1(C)C(C)(C)OB([C:37]2[CH:38]=[N:39][C:40]([NH2:43])=[N:41][CH:42]=2)O1. (2) Given the product [NH2:17][C:11]1[C:10]([O:20][CH3:21])=[C:9]([O:8][CH2:1][C:2]2[CH:3]=[CH:4][CH:5]=[CH:6][CH:7]=2)[CH:16]=[CH:15][C:12]=1[C:13]#[N:14], predict the reactants needed to synthesize it. The reactants are: [CH2:1]([O:8][C:9]1[CH:16]=[CH:15][C:12]([C:13]#[N:14])=[C:11]([N+:17]([O-])=O)[C:10]=1[O:20][CH3:21])[C:2]1[CH:7]=[CH:6][CH:5]=[CH:4][CH:3]=1.C(=O)(O)[O-].[Na+]. (3) The reactants are: Br[C:2]1[CH:9]=[C:8]([CH3:10])[C:7]([N+:11]([O-:13])=[O:12])=[CH:6][C:3]=1[C:4]#[N:5].[CH3:14][O:15][C:16]1[CH:21]=[CH:20][C:19](B(O)O)=[CH:18][CH:17]=1.C(=O)([O-])[O-].[K+].[K+]. Given the product [CH3:14][O:15][C:16]1[CH:21]=[CH:20][C:19]([C:2]2[C:3]([C:4]#[N:5])=[CH:6][C:7]([N+:11]([O-:13])=[O:12])=[C:8]([CH3:10])[CH:9]=2)=[CH:18][CH:17]=1, predict the reactants needed to synthesize it. (4) Given the product [O:1]=[C:2]1[N:8]([CH2:9][C:10]([F:12])([F:13])[F:11])[C:7]2[CH:14]=[CH:15][CH:16]=[CH:17][C:6]=2[C:5]2[CH:18]=[CH:19][CH:20]=[CH:21][C:4]=2[C@@H:3]1[NH:22][C:23]([C@@H:25]([O:27][C:28](=[O:29])[NH:43][CH2:42][C:41]([F:48])([F:40])[C:44]([F:47])([F:46])[F:45])[CH3:26])=[O:24], predict the reactants needed to synthesize it. The reactants are: [O:1]=[C:2]1[N:8]([CH2:9][C:10]([F:13])([F:12])[F:11])[C:7]2[CH:14]=[CH:15][CH:16]=[CH:17][C:6]=2[C:5]2[CH:18]=[CH:19][CH:20]=[CH:21][C:4]=2[C@@H:3]1[NH:22][C:23]([C@@H:25]([O:27][C:28](=O)[O:29]C1C=CC([N+]([O-])=O)=CC=1)[CH3:26])=[O:24].[F:40][C:41]([F:48])([C:44]([F:47])([F:46])[F:45])[CH2:42][NH2:43].